Task: Predict the product of the given reaction.. Dataset: Forward reaction prediction with 1.9M reactions from USPTO patents (1976-2016) (1) Given the reactants [Cl:1][CH2:2][C:3]([N:5]1[C@@H:9]([CH3:10])[CH2:8][CH2:7][C@H:6]1[C:11]([NH2:13])=O)=[O:4].N1C=CN=C1.O=P(Cl)(Cl)Cl.[NH4+].[Cl-], predict the reaction product. The product is: [Cl:1][CH2:2][C:3]([N:5]1[C@@H:9]([CH3:10])[CH2:8][CH2:7][C@H:6]1[C:11]#[N:13])=[O:4]. (2) Given the reactants [Cl:1][C:2]1[CH:10]=[C:9]([O:11][C:12]2[C:17]([C:18]([N:20]3[C:29]4[C:24](=[CH:25][CH:26]=[CH:27][CH:28]=4)[N:23]([CH:30]4[CH2:32][CH2:31]4)[CH2:22][CH2:21]3)=[O:19])=[CH:16][CH:15]=[CH:14][N:13]=2)[C:8]([Cl:33])=[CH:7][C:3]=1[C:4]([OH:6])=O.CN(C(ON1N=NC2C=CC=NC1=2)=[N+](C)C)C.F[P-](F)(F)(F)(F)F.C(N(CC)CC)C.Cl.[CH3:66][O:67][C:68](=[O:71])[CH2:69][NH2:70].C([O-])(O)=O.[Na+], predict the reaction product. The product is: [CH3:66][O:67][C:68](=[O:71])[CH2:69][NH:70][C:4](=[O:6])[C:3]1[CH:7]=[C:8]([Cl:33])[C:9]([O:11][C:12]2[C:17]([C:18]([N:20]3[C:29]4[C:24](=[CH:25][CH:26]=[CH:27][CH:28]=4)[N:23]([CH:30]4[CH2:31][CH2:32]4)[CH2:22][CH2:21]3)=[O:19])=[CH:16][CH:15]=[CH:14][N:13]=2)=[CH:10][C:2]=1[Cl:1]. (3) The product is: [CH2:17]([O:16][C:14](=[O:15])[CH2:13][C:12]1[N:8]=[C:7]([CH:1]2[CH2:6][CH2:5][CH2:4][CH2:3][CH2:2]2)[S:9][CH:11]=1)[CH3:18]. Given the reactants [CH:1]1([C:7](=[S:9])[NH2:8])[CH2:6][CH2:5][CH2:4][CH2:3][CH2:2]1.Cl[CH2:11][C:12](=O)[CH2:13][C:14]([O:16][CH2:17][CH3:18])=[O:15], predict the reaction product.